This data is from Reaction yield outcomes from USPTO patents with 853,638 reactions. The task is: Predict the reaction yield, written as a fraction of the theoretical maximum amount of product (1.0 means a 100% yield; for example, 0.34 means a 34% yield). (1) The reactants are CCOC(/N=N/C(OCC)=O)=O.[CH2:13]([O:20][C@@H:21]1[C@@H:28]([O:29][CH2:30][C:31]2[CH:36]=[CH:35][CH:34]=[CH:33][CH:32]=2)[C@H:27]([O:37][CH2:38][C:39]2[CH:44]=[CH:43][CH:42]=[CH:41][CH:40]=2)[C@@H:26]([CH2:45][OH:46])[O:25][C@@H:22]1[O:23][CH3:24])[C:14]1[CH:19]=[CH:18][CH:17]=[CH:16][CH:15]=1.[Br:47][C:48]1[CH:49]=[C:50](O)[CH:51]=[CH:52][CH:53]=1.C1(P(C2C=CC=CC=2)C2C=CC=CC=2)C=CC=CC=1. The catalyst is O1CCCC1.ClCCl. The product is [CH2:13]([O:20][C@@H:21]1[C@@H:28]([O:29][CH2:30][C:31]2[CH:32]=[CH:33][CH:34]=[CH:35][CH:36]=2)[C@H:27]([O:37][CH2:38][C:39]2[CH:40]=[CH:41][CH:42]=[CH:43][CH:44]=2)[C@@H:26]([CH2:45][O:46][C:52]2[CH:51]=[CH:50][CH:49]=[C:48]([Br:47])[CH:53]=2)[O:25][C@@H:22]1[O:23][CH3:24])[C:14]1[CH:19]=[CH:18][CH:17]=[CH:16][CH:15]=1. The yield is 0.870. (2) The reactants are [F:1][C:2]1[CH:3]=[C:4]([N:8]2[C:12](=[O:13])[NH:11][N:10]=[N:9]2)[CH:5]=[CH:6][CH:7]=1.C([O-])([O-])=O.[Cs+].[Cs+].Br[C:21]([CH3:28])([CH3:27])[C:22]([O:24][CH2:25][CH3:26])=[O:23]. The catalyst is CN(C=O)C. The product is [CH2:25]([O:24][C:22](=[O:23])[C:21]([N:11]1[C:12](=[O:13])[N:8]([C:4]2[CH:5]=[CH:6][CH:7]=[C:2]([F:1])[CH:3]=2)[N:9]=[N:10]1)([CH3:28])[CH3:27])[CH3:26]. The yield is 0.210. (3) The reactants are [Cl:1][C:2]1[CH:3]=[CH:4][C:5](/[CH:14]=[CH:15]/[C:16]([N:18]2[CH2:23][CH2:22][N:21]([CH2:24][C:25]3[CH:30]=[CH:29][C:28]([F:31])=[CH:27][CH:26]=3)[CH2:20][C@H:19]2[CH3:32])=[O:17])=[C:6]([NH:8]C(NC#N)=N)[CH:7]=1.[C:33](Cl)(=[O:37])[C:34](Cl)=O.[CH3:39]S(C)=O.CCN(CC)CC.[OH2:50]. The catalyst is C(Cl)Cl. The product is [C:32]([C@@H:19]1[CH2:20][N:21]([CH2:24][C:25]2[CH:30]=[CH:29][C:28]([F:31])=[CH:27][CH:26]=2)[CH2:22][CH2:23][N:18]1[C:16](=[O:17])/[CH:15]=[CH:14]/[C:5]1[CH:4]=[CH:3][C:2]([Cl:1])=[CH:7][C:6]=1[NH:8][C:33](=[O:37])[CH3:34])(=[O:50])[CH3:39]. The yield is 0.690. (4) The yield is 0.710. The product is [O:1]1[CH2:6][CH2:5][O:4][C:3]2[CH:7]=[C:8]([C:11](=[O:13])[CH2:12][C:22]([C:17]3[CH:18]=[CH:19][CH:20]=[CH:21][N:16]=3)=[O:23])[CH:9]=[CH:10][C:2]1=2. The catalyst is C1COCC1. The reactants are [O:1]1[CH2:6][CH2:5][O:4][C:3]2[CH:7]=[C:8]([C:11](=[O:13])[CH3:12])[CH:9]=[CH:10][C:2]1=2.[H-].[Na+].[N:16]1[CH:21]=[CH:20][CH:19]=[CH:18][C:17]=1[C:22](OCC)=[O:23].